This data is from Peptide-MHC class II binding affinity with 134,281 pairs from IEDB. The task is: Regression. Given a peptide amino acid sequence and an MHC pseudo amino acid sequence, predict their binding affinity value. This is MHC class II binding data. (1) The peptide sequence is CNEKHDEEFCDMLRL. The MHC is DRB1_0101 with pseudo-sequence DRB1_0101. The binding affinity (normalized) is 0.400. (2) The peptide sequence is AEATAGTTVYGAFAA. The MHC is HLA-DQA10401-DQB10402 with pseudo-sequence HLA-DQA10401-DQB10402. The binding affinity (normalized) is 0.543. (3) The peptide sequence is IKHIYAISSAALSAS. The MHC is HLA-DPA10201-DPB11401 with pseudo-sequence HLA-DPA10201-DPB11401. The binding affinity (normalized) is 0.549. (4) The peptide sequence is ARTDLLAFTAFPKQI. The MHC is HLA-DQA10501-DQB10201 with pseudo-sequence HLA-DQA10501-DQB10201. The binding affinity (normalized) is 0.231. (5) The peptide sequence is IRSIDFERVGPEWEP. The MHC is H-2-IAb with pseudo-sequence H-2-IAb. The binding affinity (normalized) is 0.